Dataset: Forward reaction prediction with 1.9M reactions from USPTO patents (1976-2016). Task: Predict the product of the given reaction. (1) Given the reactants [F:1][C:2]([F:13])([F:12])[C:3]1[C:4]2[CH2:11][O:10][CH2:9][CH2:8][C:5]=2[NH:6][N:7]=1.I[C:15]1[CH:23]=[CH:22][C:18]([C:19]([OH:21])=[O:20])=[CH:17][CH:16]=1.CN(C)CC(O)=O.C(=O)([O-])[O-].[K+].[K+], predict the reaction product. The product is: [F:13][C:2]([F:12])([F:1])[C:3]1[C:4]2[CH2:11][O:10][CH2:9][CH2:8][C:5]=2[N:6]([C:15]2[CH:23]=[CH:22][C:18]([C:19]([OH:21])=[O:20])=[CH:17][CH:16]=2)[N:7]=1. (2) Given the reactants [C:1]1([C:7]#[C:8][C:9]2[CH:10]=[CH:11][C:12]([CH2:15]O)=[N:13][CH:14]=2)[CH:6]=[CH:5][CH:4]=[CH:3][CH:2]=1.CS(Cl)(=O)=O.C(N(CC)CC)C.[NH:29]1[CH2:34][CH2:33][O:32][CH2:31][C:30]1=[O:35].[H-].[Na+].C([O-])(O)=O.[Na+], predict the reaction product. The product is: [C:1]1([C:7]#[C:8][C:9]2[CH:10]=[CH:11][C:12]([CH2:15][N:29]3[CH2:34][CH2:33][O:32][CH2:31][C:30]3=[O:35])=[N:13][CH:14]=2)[CH:2]=[CH:3][CH:4]=[CH:5][CH:6]=1. (3) Given the reactants [NH2:1][C:2](=[O:20])[CH2:3][N:4]([C:9]1[CH:10]=[C:11]([CH:15]=[CH:16][C:17]=1[O:18][CH3:19])[C:12]([OH:14])=[O:13])[S:5]([CH3:8])(=[O:7])=[O:6].O[CH2:22][C:23]([O:25][CH2:26][C:27]1[CH:32]=[CH:31][CH:30]=[CH:29][CH:28]=1)=[O:24].C(Cl)CCl, predict the reaction product. The product is: [NH2:1][C:2](=[O:20])[CH2:3][N:4]([C:9]1[CH:10]=[C:11]([CH:15]=[CH:16][C:17]=1[O:18][CH3:19])[C:12]([O:14][CH2:22][C:23]([O:25][CH2:26][C:27]1[CH:32]=[CH:31][CH:30]=[CH:29][CH:28]=1)=[O:24])=[O:13])[S:5]([CH3:8])(=[O:7])=[O:6]. (4) Given the reactants [Br:1][C:2]1[C:7]([CH3:8])=[CH:6][C:5](B2OC(C)(C)C(C)(C)O2)=[CH:4][C:3]=1[CH3:18].Br[C:20]1[C:25]([CH3:26])=[CH:24][CH:23]=[CH:22][N:21]=1, predict the reaction product. The product is: [Br:1][C:2]1[C:3]([CH3:18])=[CH:4][C:5]([C:20]2[C:25]([CH3:26])=[CH:24][CH:23]=[CH:22][N:21]=2)=[CH:6][C:7]=1[CH3:8]. (5) Given the reactants Br[CH2:2][CH2:3][CH2:4][CH2:5][CH2:6][CH2:7][C:8]1[C:14]2[CH:15]=[CH:16][C:17]([OH:19])=[CH:18][C:13]=2[CH2:12][CH2:11][CH2:10][C:9]=1[C:20]1[CH:25]=[CH:24][CH:23]=[CH:22][CH:21]=1.[CH2:26]([NH:28][CH2:29][CH2:30][CH2:31][S:32]([CH2:34][CH2:35][CH2:36][C:37]([F:43])([F:42])[C:38]([F:41])([F:40])[F:39])=[O:33])[CH3:27], predict the reaction product. The product is: [CH2:26]([N:28]([CH2:29][CH2:30][CH2:31][S:32]([CH2:34][CH2:35][CH2:36][C:37]([F:43])([F:42])[C:38]([F:41])([F:40])[F:39])=[O:33])[CH2:2][CH2:3][CH2:4][CH2:5][CH2:6][CH2:7][C:8]1[C:14]2[CH:15]=[CH:16][C:17]([OH:19])=[CH:18][C:13]=2[CH2:12][CH2:11][CH2:10][C:9]=1[C:20]1[CH:25]=[CH:24][CH:23]=[CH:22][CH:21]=1)[CH3:27]. (6) Given the reactants Cl[CH2:2][C:3]([NH:5][C:6]1[CH:11]=[CH:10][CH:9]=[C:8]([C:12]#[N:13])[CH:7]=1)=[O:4].Cl.[F:15][C:16]1[CH:28]=[CH:27][C:19]([CH2:20][CH:21]2[CH2:26][CH2:25][NH:24][CH2:23][CH2:22]2)=[CH:18][CH:17]=1.C(OC(C)C)(C)C, predict the reaction product. The product is: [C:12]([C:8]1[CH:7]=[C:6]([NH:5][C:3](=[O:4])[CH2:2][N:24]2[CH2:25][CH2:26][CH:21]([CH2:20][C:19]3[CH:18]=[CH:17][C:16]([F:15])=[CH:28][CH:27]=3)[CH2:22][CH2:23]2)[CH:11]=[CH:10][CH:9]=1)#[N:13]. (7) Given the reactants [CH:1]12[CH2:7][CH:4]([CH2:5][CH2:6]1)[C:3](=O)[C:2]2=O.COP([CH2:16][C:17]([C:19]1[N:20]([CH3:24])[CH:21]=[CH:22][CH:23]=1)=O)(=O)OC.O.[NH2:26][NH2:27], predict the reaction product. The product is: [CH3:24][N:20]1[CH:21]=[CH:22][CH:23]=[C:19]1[C:17]1[CH:16]=[C:3]2[C:2]([CH:1]3[CH2:7][CH:4]2[CH2:5][CH2:6]3)=[N:27][N:26]=1. (8) Given the reactants Cl[C:2]1[C:3]2[C:10]3[CH2:11][CH2:12][CH:13]([CH3:15])[CH2:14][C:9]=3[S:8][C:4]=2[N:5]=[CH:6][N:7]=1.[CH3:16][O:17][C:18]1[CH:26]=[C:25]2[C:21]([CH:22]=[N:23][NH:24]2)=[CH:20][C:19]=1[NH2:27], predict the reaction product. The product is: [CH3:16][O:17][C:18]1[CH:26]=[C:25]2[C:21]([CH:22]=[N:23][NH:24]2)=[CH:20][C:19]=1[NH:27][C:2]1[C:3]2[C:10]3[CH2:11][CH2:12][CH:13]([CH3:15])[CH2:14][C:9]=3[S:8][C:4]=2[N:5]=[CH:6][N:7]=1.